This data is from Full USPTO retrosynthesis dataset with 1.9M reactions from patents (1976-2016). The task is: Predict the reactants needed to synthesize the given product. (1) Given the product [C:1]([C:3]1[CH:4]=[C:5]([C:24]2[C:41]([C:42]([N:33]3[CH2:37][CH2:36][CH2:35][C@H:34]3[C:38]([NH2:40])=[O:39])=[O:54])=[CH:28][CH:27]=[CH:26][CH:25]=2)[CH:6]=[CH:7][C:8]=1[O:9][CH2:10][CH:11]1[CH2:16][CH2:15][N:14]([CH2:17][C:18]([CH2:22][CH3:23])([F:21])[CH2:19][CH3:20])[CH2:13][CH2:12]1)#[N:2], predict the reactants needed to synthesize it. The reactants are: [C:1]([C:3]1[CH:4]=[C:5]([C:24]2C=[CH:28][C:27](C(O)=O)=[CH:26][CH:25]=2)[CH:6]=[CH:7][C:8]=1[O:9][CH2:10][CH:11]1[CH2:16][CH2:15][N:14]([CH2:17][C:18]([CH2:22][CH3:23])([F:21])[CH2:19][CH3:20])[CH2:13][CH2:12]1)#[N:2].[NH:33]1[CH2:37][CH2:36][CH2:35][C@H:34]1[C:38]([NH2:40])=[O:39].[CH2:41](Cl)[CH2:42]Cl.C1C=CC2N([OH:54])N=NC=2C=1.CCN(C(C)C)C(C)C. (2) Given the product [F:25][C:26]([F:39])([F:38])[S:27]([O:24][C:16]1[C:17]([Cl:23])=[C:18]([CH:20]2[CH2:22][CH2:21]2)[N:19]=[C:14]([C:11]2[S:10][C:9]([S:6](=[O:8])(=[O:7])[NH:5][C:1]([CH3:4])([CH3:2])[CH3:3])=[CH:13][CH:12]=2)[N:15]=1)(=[O:29])=[O:28], predict the reactants needed to synthesize it. The reactants are: [C:1]([NH:5][S:6]([C:9]1[S:10][C:11]([C:14]2[N:19]=[C:18]([CH:20]3[CH2:22][CH2:21]3)[C:17]([Cl:23])=[C:16]([OH:24])[N:15]=2)=[CH:12][CH:13]=1)(=[O:8])=[O:7])([CH3:4])([CH3:3])[CH3:2].[F:25][C:26]([F:39])([F:38])[S:27](O[S:27]([C:26]([F:39])([F:38])[F:25])(=[O:29])=[O:28])(=[O:29])=[O:28]. (3) Given the product [CH3:7][O:6][C:4](=[O:5])[CH:3]([CH2:1][NH2:2])[CH2:8][CH3:9], predict the reactants needed to synthesize it. The reactants are: [C:1]([CH:3]([CH2:8][CH3:9])[C:4]([O:6][CH3:7])=[O:5])#[N:2]. (4) Given the product [C:16]([C:15]1[CH:18]=[CH:19][C:12]([N:4]2[C@@H:5]([CH:7]3[CH2:11][CH2:10][CH2:9][CH2:8]3)[CH2:6][C:2]([C:32]3[CH:31]=[CH:30][C:25]([C:26]([O:28][CH3:29])=[O:27])=[C:24]([O:23][CH2:21][CH3:22])[N:33]=3)=[N:3]2)=[N:13][C:14]=1[CH3:20])#[N:17], predict the reactants needed to synthesize it. The reactants are: Cl[C:2]1[CH2:6][C@H:5]([CH:7]2[CH2:11][CH2:10][CH2:9][CH2:8]2)[N:4]([C:12]2[CH:19]=[CH:18][C:15]([C:16]#[N:17])=[C:14]([CH3:20])[N:13]=2)[N:3]=1.[CH2:21]([O:23][C:24]1[N:33]=[C:32](B2OC(C)(C)C(C)(C)O2)[CH:31]=[CH:30][C:25]=1[C:26]([O:28][CH3:29])=[O:27])[CH3:22].